Dataset: Reaction yield outcomes from USPTO patents with 853,638 reactions. Task: Predict the reaction yield, written as a fraction of the theoretical maximum amount of product (1.0 means a 100% yield; for example, 0.34 means a 34% yield). The reactants are [F:1][C:2]1[CH:3]=[CH:4][C:5]([O:18][C:19]([F:22])([F:21])[F:20])=[C:6]2[C:10]=1[N:9]([CH2:11][CH2:12][O:13][CH3:14])[CH:8]=[C:7]2[C:15](O)=[O:16].CCN(CC)CC.Cl.[F:31][C:32]([F:51])([F:50])[C:33]([NH:35][CH2:36][C:37]1[CH:42]=[CH:41][C:40]([F:43])=[C:39]([CH:44]2[CH2:49][CH2:48][NH:47][CH2:46][CH2:45]2)[CH:38]=1)=[O:34].CCN=C=NCCCN(C)C. The catalyst is C(Cl)Cl. The product is [F:51][C:32]([F:50])([F:31])[C:33]([NH:35][CH2:36][C:37]1[CH:42]=[CH:41][C:40]([F:43])=[C:39]([CH:44]2[CH2:49][CH2:48][N:47]([C:15]([C:7]3[C:6]4[C:10](=[C:2]([F:1])[CH:3]=[CH:4][C:5]=4[O:18][C:19]([F:22])([F:20])[F:21])[N:9]([CH2:11][CH2:12][O:13][CH3:14])[CH:8]=3)=[O:16])[CH2:46][CH2:45]2)[CH:38]=1)=[O:34]. The yield is 0.990.